This data is from Reaction yield outcomes from USPTO patents with 853,638 reactions. The task is: Predict the reaction yield, written as a fraction of the theoretical maximum amount of product (1.0 means a 100% yield; for example, 0.34 means a 34% yield). (1) The reactants are [CH3:1][N:2]([CH3:17])[C:3]1[CH:4]=[C:5]([C:9]([F:16])([F:15])[C:10]([O:12]CC)=[O:11])[CH:6]=[CH:7][CH:8]=1.O.[OH-].[Li+]. The catalyst is CO.O1CCCC1.O. The product is [CH3:1][N:2]([CH3:17])[C:3]1[CH:4]=[C:5]([C:9]([F:15])([F:16])[C:10]([OH:12])=[O:11])[CH:6]=[CH:7][CH:8]=1. The yield is 0.910. (2) The reactants are [C:1]1([CH:7]2[O:17][C:11]3([CH2:16][CH2:15][NH:14][CH2:13][CH2:12]3)[CH2:10][N:9]([CH2:18][C:19]([F:22])([F:21])[F:20])[CH2:8]2)[CH:6]=[CH:5][CH:4]=[CH:3][CH:2]=1.[CH:23]([O:26][C:27]1[CH:35]=[CH:34][C:30]([C:31](O)=[O:32])=[CH:29][C:28]=1[CH3:36])([CH3:25])[CH3:24].F[P-](F)(F)(F)(F)F.N1(OC(N(C)C)=[N+](C)C)C2N=CC=CC=2N=N1.C(N(C(C)C)CC)(C)C. The catalyst is CN(C=O)C.C(OCC)(=O)C. The product is [CH:23]([O:26][C:27]1[CH:35]=[CH:34][C:30]([C:31]([N:14]2[CH2:15][CH2:16][C:11]3([O:17][CH:7]([C:1]4[CH:2]=[CH:3][CH:4]=[CH:5][CH:6]=4)[CH2:8][N:9]([CH2:18][C:19]([F:21])([F:22])[F:20])[CH2:10]3)[CH2:12][CH2:13]2)=[O:32])=[CH:29][C:28]=1[CH3:36])([CH3:25])[CH3:24]. The yield is 0.730. (3) The reactants are Br[CH2:2][CH2:3][CH2:4][CH2:5][CH2:6][CH2:7][O:8][CH2:9][C:10]([C:13]1[CH:18]=[CH:17][CH:16]=[CH:15][CH:14]=1)([F:12])[F:11].[CH2:19]([NH2:26])[C:20]1[CH:25]=[CH:24][CH:23]=[CH:22][CH:21]=1. The catalyst is C(OCC)C. The product is [CH2:19]([NH:26][CH2:2][CH2:3][CH2:4][CH2:5][CH2:6][CH2:7][O:8][CH2:9][C:10]([F:12])([F:11])[C:13]1[CH:18]=[CH:17][CH:16]=[CH:15][CH:14]=1)[C:20]1[CH:25]=[CH:24][CH:23]=[CH:22][CH:21]=1. The yield is 0.590. (4) The reactants are [Br:1][C:2]1[CH:7]=[C:6]([Cl:8])[CH:5]=[C:4]([CH2:9][C:10]2[CH2:14][CH2:13][CH2:12][CH:11]=2)[C:3]=1[OH:15]. The catalyst is C1(C)C=CC=CC=1. The product is [Br:1][C:2]1[C:3]2[O:15][C:10]3([CH2:14][CH2:13][CH2:12][CH2:11]3)[CH2:9][C:4]=2[CH:5]=[C:6]([Cl:8])[CH:7]=1. The yield is 0.949. (5) The reactants are [C:1]([N:8]1[C:16]2[C:11](=[CH:12][CH:13]=[C:14]([O:17][CH3:18])[CH:15]=2)[CH:10]=[C:9]1B(O)O)([O:3][C:4]([CH3:7])([CH3:6])[CH3:5])=[O:2].I[C:23]1[CH:28]=[CH:27][C:26]([N:29]2[CH2:33][CH2:32][CH2:31][S:30]2(=[O:35])=[O:34])=[CH:25][CH:24]=1.C([O-])([O-])=O.[K+].[K+]. The catalyst is CN(C=O)C.C1C=CC(P(C2C=CC=CC=2)[C-]2C=CC=C2)=CC=1.C1C=CC(P(C2C=CC=CC=2)[C-]2C=CC=C2)=CC=1.Cl[Pd]Cl.[Fe+2]. The product is [C:1]([N:8]1[C:16]2[C:11](=[CH:12][CH:13]=[C:14]([O:17][CH3:18])[CH:15]=2)[CH:10]=[C:9]1[C:23]1[CH:24]=[CH:25][C:26]([N:29]2[CH2:33][CH2:32][CH2:31][S:30]2(=[O:35])=[O:34])=[CH:27][CH:28]=1)([O:3][C:4]([CH3:7])([CH3:6])[CH3:5])=[O:2]. The yield is 0.980. (6) The reactants are [F:1][C:2]([F:35])([F:34])[C:3]1[CH:4]=[C:5]([CH:27]=[C:28]([C:30]([F:33])([F:32])[F:31])[CH:29]=1)[C:6]([N:8]1[CH2:13][CH2:12][CH:11]([N:14]2[CH2:19][CH2:18][NH:17][CH2:16][CH2:15]2)[CH2:10][CH:9]1[CH2:20][C:21]1[CH:26]=[CH:25][CH:24]=[CH:23][CH:22]=1)=[O:7].Cl[CH2:37][C:38]#[N:39].C(=O)([O-])[O-].[Na+].[Na+].O. The catalyst is CC(CC(C)C)=O. The product is [F:35][C:2]([F:34])([F:1])[C:3]1[CH:4]=[C:5]([CH:27]=[C:28]([C:30]([F:33])([F:31])[F:32])[CH:29]=1)[C:6]([N:8]1[CH2:13][CH2:12][C@H:11]([N:14]2[CH2:15][CH2:16][N:17]([CH2:37][C:38]#[N:39])[CH2:18][CH2:19]2)[CH2:10][C@@H:9]1[CH2:20][C:21]1[CH:26]=[CH:25][CH:24]=[CH:23][CH:22]=1)=[O:7]. The yield is 0.530.